Dataset: Peptide-MHC class II binding affinity with 134,281 pairs from IEDB. Task: Regression. Given a peptide amino acid sequence and an MHC pseudo amino acid sequence, predict their binding affinity value. This is MHC class II binding data. The MHC is DRB1_1501 with pseudo-sequence DRB1_1501. The binding affinity (normalized) is 0.425. The peptide sequence is AILTHVSQIQAVDVT.